This data is from Forward reaction prediction with 1.9M reactions from USPTO patents (1976-2016). The task is: Predict the product of the given reaction. (1) Given the reactants C([NH:4][C:5]1[N:10]=[C:9]([CH2:11][CH2:12][C:13]2[CH:18]=[CH:17][C:16]([NH:19][C:20]([C:22]3[C:23]([C:29]4[CH:34]=[CH:33][C:32]([C:35]([F:38])([F:37])[F:36])=[CH:31][CH:30]=4)=[CH:24][C:25]([CH3:28])=[CH:26][CH:27]=3)=[O:21])=[CH:15][CH:14]=2)[CH:8]=[CH:7][CH:6]=1)(=O)C.Cl, predict the reaction product. The product is: [NH2:4][C:5]1[N:10]=[C:9]([CH2:11][CH2:12][C:13]2[CH:18]=[CH:17][C:16]([NH:19][C:20]([C:22]3[C:23]([C:29]4[CH:30]=[CH:31][C:32]([C:35]([F:38])([F:36])[F:37])=[CH:33][CH:34]=4)=[CH:24][C:25]([CH3:28])=[CH:26][CH:27]=3)=[O:21])=[CH:15][CH:14]=2)[CH:8]=[CH:7][CH:6]=1. (2) Given the reactants [CH2:1]([O:3][C:4]([C@H:6]1[CH2:10][CH2:9][C:8](=[O:11])[N:7]1[CH2:12][C:13]1[CH:18]=[C:17]([O:19][CH3:20])[C:16]([C:21]([CH3:24])([CH3:23])[CH3:22])=[CH:15][C:14]=1Br)=[O:5])[CH3:2].[CH2:26]([O:33][C:34]1[C:39](B(O)O)=[CH:38][CH:37]=[CH:36][N:35]=1)[C:27]1[CH:32]=[CH:31][CH:30]=[CH:29][CH:28]=1.C([O-])([O-])=O.[Na+].[Na+], predict the reaction product. The product is: [CH2:1]([O:3][C:4]([C@H:6]1[CH2:10][CH2:9][C:8](=[O:11])[N:7]1[CH2:12][C:13]1[CH:18]=[C:17]([O:19][CH3:20])[C:16]([C:21]([CH3:24])([CH3:23])[CH3:22])=[CH:15][C:14]=1[C:39]1[C:34]([O:33][CH2:26][C:27]2[CH:28]=[CH:29][CH:30]=[CH:31][CH:32]=2)=[N:35][CH:36]=[CH:37][CH:38]=1)=[O:5])[CH3:2].